This data is from Reaction yield outcomes from USPTO patents with 853,638 reactions. The task is: Predict the reaction yield, written as a fraction of the theoretical maximum amount of product (1.0 means a 100% yield; for example, 0.34 means a 34% yield). (1) The catalyst is CN(C)C=O. The product is [Br:32][CH2:33][CH2:34][CH2:35][O:1][C:2]1[CH:3]=[C:4]2[C:9](=[CH:10][C:11]=1[O:12][CH3:13])[C:8]([CH2:14][C:15]1[CH:20]=[CH:19][CH:18]=[C:17]([O:21][CH2:22][CH3:23])[CH:16]=1)=[N:7][CH:6]=[C:5]2[CH:24]=[O:25]. The reactants are [OH:1][C:2]1[CH:3]=[C:4]2[C:9](=[CH:10][C:11]=1[O:12][CH3:13])[C:8]([CH2:14][C:15]1[CH:20]=[CH:19][CH:18]=[C:17]([O:21][CH2:22][CH3:23])[CH:16]=1)=[N:7][CH:6]=[C:5]2[CH:24]=[O:25].C(=O)([O-])[O-].[K+].[K+].[Br:32][CH2:33][CH2:34][CH2:35]Br. The yield is 0.620. (2) The reactants are Cl.[NH2:2][C@H:3]1[C@H:8]2[CH2:9][C@H:5]([CH2:6][CH2:7]2)[C@H:4]1[C:10]([O:12][CH3:13])=[O:11].C([O-])(=O)C.[Na+].[F:19][C:20]1[CH:21]=[C:22]([CH:25]=[CH:26][C:27]=1[F:28])[CH:23]=O.C([BH3-])#N.[Na+].C(=O)(O)[O-].[Na+]. The catalyst is CO.C(OCC)(=O)C. The product is [F:19][C:20]1[CH:21]=[C:22]([CH:25]=[CH:26][C:27]=1[F:28])[CH2:23][NH:2][C@H:3]1[C@H:8]2[CH2:9][C@H:5]([CH2:6][CH2:7]2)[C@H:4]1[C:10]([O:12][CH3:13])=[O:11]. The yield is 0.780. (3) The reactants are [CH2:1]([C:5]1([CH2:30][CH2:31][CH2:32][CH3:33])[C:14]2[C:9](=[CH:10][C:11]([F:15])=[CH:12][CH:13]=2)[C:8]([OH:16])=[C:7]([C:17]2[NH:22][C:21]3[CH:23]=[CH:24][CH:25]=[CH:26][C:20]=3[S:19](=[O:28])(=[O:27])[N:18]=2)[C:6]1=[O:29])[CH2:2][CH2:3][CH3:4].[OH-].[Na+:35]. The catalyst is C(#N)C. The product is [CH2:1]([C:5]1([CH2:30][CH2:31][CH2:32][CH3:33])[C:14]2[C:9](=[CH:10][C:11]([F:15])=[CH:12][CH:13]=2)[C:8]([O-:16])=[C:7]([C:17]2[NH:22][C:21]3[CH:23]=[CH:24][CH:25]=[CH:26][C:20]=3[S:19](=[O:27])(=[O:28])[N:18]=2)[C:6]1=[O:29])[CH2:2][CH2:3][CH3:4].[Na+:35]. The yield is 0.700. (4) The reactants are C1(/C=[N:8]/[C:9]2[N:10]([CH2:14][CH2:15][CH3:16])[CH:11]=[CH:12][N:13]=2)C=CC=CC=1.Cl. No catalyst specified. The product is [CH2:14]([N:10]1[CH:11]=[CH:12][N:13]=[C:9]1[NH2:8])[CH2:15][CH3:16]. The yield is 0.560.